From a dataset of Forward reaction prediction with 1.9M reactions from USPTO patents (1976-2016). Predict the product of the given reaction. (1) Given the reactants [H-].[Al+3].[Li+].[H-].[H-].[H-].[Br:7][C:8]1[CH:13]=[CH:12][C:11]([CH2:14][C:15](OC(C)(C)C)=[O:16])=[C:10]([CH3:22])[CH:9]=1.O.[OH-].[Na+], predict the reaction product. The product is: [Br:7][C:8]1[CH:13]=[CH:12][C:11]([CH2:14][CH2:15][OH:16])=[C:10]([CH3:22])[CH:9]=1. (2) The product is: [Cl:1][C:2]1[S:3][C:4]([Cl:21])=[CH:5][C:6]=1[S:7]([NH:10][C:11]1[CH:19]=[CH:18][C:14]([C:15]([O:17][CH2:43][CH2:42][O:41][CH3:40])=[O:16])=[C:13]([OH:20])[CH:12]=1)(=[O:9])=[O:8]. Given the reactants [Cl:1][C:2]1[S:3][C:4]([Cl:21])=[CH:5][C:6]=1[S:7]([NH:10][C:11]1[CH:19]=[CH:18][C:14]([C:15]([OH:17])=[O:16])=[C:13]([OH:20])[CH:12]=1)(=[O:9])=[O:8].C(N1C=CN=C1)(N1C=CN=C1)=O.N1C=CC=CC=1.[CH3:40][O:41][CH2:42][CH2:43]O.C(O)(C(F)(F)F)=O, predict the reaction product. (3) Given the reactants [Cl:1][C:2]1[N:3]=[C:4](Cl)[C:5]2[CH:10]=[CH:9][NH:8][C:6]=2[N:7]=1.[NH2:12][CH2:13][CH2:14][CH2:15][CH2:16][NH2:17].C(N(CC)CC)C, predict the reaction product. The product is: [NH2:12][CH2:13][CH2:14][CH2:15][CH2:16][NH:17][C:4]1[C:5]2[CH:10]=[CH:9][NH:8][C:6]=2[N:7]=[C:2]([Cl:1])[N:3]=1. (4) Given the reactants [O:1]=[S:2]1(=[O:39])[CH2:7][CH2:6][CH:5]([NH:8][S:9]([C:12]2[S:16][C:15]([C:17]3[CH:22]=[CH:21][N:20]=[C:19]4[NH:23][C:24]([C:26]5[CH2:27][CH2:28][CH2:29][N:30](C(OC(C)(C)C)=O)[CH:31]=5)=[CH:25][C:18]=34)=[CH:14][CH:13]=2)(=[O:11])=[O:10])[CH2:4][CH2:3]1, predict the reaction product. The product is: [O:39]=[S:2]1(=[O:1])[CH2:3][CH2:4][CH:5]([NH:8][S:9]([C:12]2[S:16][C:15]([C:17]3[CH:22]=[CH:21][N:20]=[C:19]4[NH:23][C:24]([CH:26]5[CH2:27][CH2:28][CH2:29][NH:30][CH2:31]5)=[CH:25][C:18]=34)=[CH:14][CH:13]=2)(=[O:11])=[O:10])[CH2:6][CH2:7]1. (5) Given the reactants [CH3:1][CH:2]([CH3:22])/[CH:3]=[CH:4]/[C:5]([NH:7][CH2:8][CH2:9][NH:10][C:11]1[C:20]2[C:15](=[CH:16][CH:17]=[CH:18][CH:19]=2)[N:14]=[C:13]([CH3:21])[CH:12]=1)=O.COC1C=CC(P2(SP(C3C=CC(OC)=CC=3)(=S)S2)=[S:32])=CC=1, predict the reaction product. The product is: [CH3:1][CH:2]([CH3:22])/[CH:3]=[CH:4]/[C:5](=[S:32])[NH:7][CH2:8][CH2:9][NH:10][C:11]1[C:20]2[C:15](=[CH:16][CH:17]=[CH:18][CH:19]=2)[N:14]=[C:13]([CH3:21])[CH:12]=1. (6) The product is: [C:14]([N:9]1[C:10]2[C:6](=[CH:5][C:4]([C:1](=[O:3])[CH3:2])=[CH:12][CH:11]=2)[CH2:7][C:8]1=[O:13])(=[O:16])[CH3:15]. Given the reactants [C:1]([C:4]1[CH:5]=[C:6]2[C:10](=[CH:11][CH:12]=1)[NH:9][C:8](=[O:13])[CH2:7]2)(=[O:3])[CH3:2].[C:14](OC(=O)C)(=[O:16])[CH3:15], predict the reaction product.